From a dataset of Catalyst prediction with 721,799 reactions and 888 catalyst types from USPTO. Predict which catalyst facilitates the given reaction. (1) Reactant: [F:1][C:2]1[CH:3]=[C:4]([CH:17]=[CH:18][C:19]=1[C:20]1[C:24]([C:25]2[CH:30]=[CH:29][N:28]=[CH:27][CH:26]=2)=[CH:23][N:22]([CH3:31])[N:21]=1)[O:5][CH2:6][C:7]1[CH:16]=[CH:15][C:14]2[C:9](=[CH:10][CH:11]=[CH:12][CH:13]=2)[N:8]=1.FC1C=C(O)C=CC=1C1C(C2C=CN=CC=2)=CN(C[C:51]([F:54])([F:53])[F:52])N=1. Product: [F:1][C:2]1[CH:3]=[C:4]([CH:17]=[CH:18][C:19]=1[C:20]1[C:24]([C:25]2[CH:30]=[CH:29][N:28]=[CH:27][CH:26]=2)=[CH:23][N:22]([CH2:31][C:51]([F:54])([F:53])[F:52])[N:21]=1)[O:5][CH2:6][C:7]1[CH:16]=[CH:15][C:14]2[C:9](=[CH:10][CH:11]=[CH:12][CH:13]=2)[N:8]=1. The catalyst class is: 21. (2) Reactant: Br[CH2:2][C:3]1[CH:8]=[CH:7][C:6]([CH2:9][CH2:10][N:11]2[CH:16]=[CH:15][C:14]([O:17][CH2:18][C:19]3[CH:23]=[CH:22][S:21][CH:20]=3)=[CH:13][C:12]2=[O:24])=[CH:5][CH:4]=1.[NH:25]1[CH2:29][CH2:28][CH2:27][CH2:26]1. Product: [N:25]1([CH2:2][C:3]2[CH:8]=[CH:7][C:6]([CH2:9][CH2:10][N:11]3[CH:16]=[CH:15][C:14]([O:17][CH2:18][C:19]4[CH:23]=[CH:22][S:21][CH:20]=4)=[CH:13][C:12]3=[O:24])=[CH:5][CH:4]=2)[CH2:29][CH2:28][CH2:27][CH2:26]1. The catalyst class is: 10. (3) Reactant: FC(F)(F)C(O)=O.[CH3:8][O:9][C:10](=[O:37])[CH:11]([NH:14][C:15]([C:17]1[S:18][C:19]([C:26](=[O:36])[NH:27][CH2:28][C:29]2[CH:34]=[CH:33][CH:32]=[C:31]([OH:35])[CH:30]=2)=[CH:20][C:21]=1[C:22]([F:25])([F:24])[F:23])=[O:16])[CH2:12][NH2:13].C(N(CC)CC)C.CN(C(ON1N=NC2C=CC=CC1=2)=[N+](C)C)C.F[P-](F)(F)(F)(F)F.C1C=CC2N(O)N=NC=2C=1.[S:79]1[CH:83]=[CH:82][CH:81]=[C:80]1[C:84](O)=[O:85]. Product: [CH3:8][O:9][C:10](=[O:37])[C@@H:11]([NH:14][C:15]([C:17]1[S:18][C:19]([C:26](=[O:36])[NH:27][CH2:28][C:29]2[CH:34]=[CH:33][CH:32]=[C:31]([OH:35])[CH:30]=2)=[CH:20][C:21]=1[C:22]([F:25])([F:23])[F:24])=[O:16])[CH2:12][NH:13][C:84]([C:80]1[S:79][CH:83]=[CH:82][CH:81]=1)=[O:85]. The catalyst class is: 31.